This data is from Reaction yield outcomes from USPTO patents with 853,638 reactions. The task is: Predict the reaction yield, written as a fraction of the theoretical maximum amount of product (1.0 means a 100% yield; for example, 0.34 means a 34% yield). (1) The reactants are [NH2:1][C:2]1[C:11]([C:12]2[CH:17]=[CH:16][C:15]([C:18]([O:20][CH:21]([CH3:23])[CH3:22])=[O:19])=[CH:14][CH:13]=2)=[N:10][C:9]([Br:24])=[CH:8][C:3]=1[C:4]([O:6][CH3:7])=[O:5].N([O-])=O.[Na+].[N-:29]=[N+:30]=[N-].[Na+].CCOCC. The catalyst is C(O)(C(F)(F)F)=O. The product is [N:1]([C:2]1[C:11]([C:12]2[CH:17]=[CH:16][C:15]([C:18]([O:20][CH:21]([CH3:22])[CH3:23])=[O:19])=[CH:14][CH:13]=2)=[N:10][C:9]([Br:24])=[CH:8][C:3]=1[C:4]([O:6][CH3:7])=[O:5])=[N+:29]=[N-:30]. The yield is 0.920. (2) The reactants are [C:1](Cl)(=[O:5])[C:2](Cl)=O.[CH3:7][C:8]([CH3:21])([CH3:20])[C:9]#[C:10][C:11]1[S:15][CH:14]=[C:13]([NH:16][CH:17]([CH3:19])[CH3:18])[CH:12]=1.CCN([CH:28]([CH3:30])[CH3:29])C(C)C.CC[O:33][C:34](C)=[O:35]. The catalyst is CN(C=O)C.ClCCCl. The product is [CH3:7][C:8]([CH3:20])([CH3:21])[C:9]#[C:10][C:11]1[S:15][C:14]([C:34]([OH:33])=[O:35])=[C:13]([N:16]([CH:17]([CH3:18])[CH3:19])[C:1]([C@H:2]2[CH2:10][CH2:9][C@H:8]([CH3:7])[CH2:30][C@@H:28]2[CH3:29])=[O:5])[CH:12]=1. The yield is 0.250. (3) The yield is 0.350. The product is [NH2:27][C:25]1[N:26]=[C:6]2[N:7]([C:8]([CH2:12][C:13]3[C:21]4[C:16](=[CH:17][CH:18]=[C:19]([O:22][CH3:23])[CH:20]=4)[NH:15][CH:14]=3)=[N:9][C:10]3[CH:11]=[C:2]([NH:56][CH2:55][CH2:54][OH:53])[CH:3]=[CH:4][C:5]=32)[N:24]=1. The reactants are F[C:2]1[CH:3]=[CH:4][C:5]2[C:6]3[N:7]([N:24]=[C:25]([NH2:27])[N:26]=3)[C:8]([CH2:12][C:13]3[C:21]4[C:16](=[CH:17][CH:18]=[C:19]([O:22][CH3:23])[CH:20]=4)[NH:15][CH:14]=3)=[N:9][C:10]=2[CH:11]=1.O1C2C=CC(CC3N4N=C(N)N=C4C4C=CC(F)=CC=4N=3)=CC=2OC1.[OH:53][CH2:54][CH2:55][NH2:56]. No catalyst specified. (4) The reactants are [C:1]([C:3]1[CH:4]=[C:5]2[C:10](=[CH:11][C:12]=1[O:13][C:14]1[CH:22]=[CH:21][C:17]([C:18](O)=[O:19])=[CH:16][CH:15]=1)[O:9][CH2:8][CH2:7][CH:6]2[C:23]([O:25][CH3:26])=[O:24])#[N:2].[C:27]([C:31]1[CH:32]=[C:33]([CH:35]=[CH:36][CH:37]=1)[NH2:34])([CH3:30])([CH3:29])[CH3:28].Cl.CN(C)CCCN=C=NCC.ON1C2N=CC=CC=2N=N1. No catalyst specified. The product is [C:27]([C:31]1[CH:32]=[C:33]([NH:34][C:18]([C:17]2[CH:16]=[CH:15][C:14]([O:13][C:12]3[CH:11]=[C:10]4[C:5]([CH:6]([C:23]([O:25][CH3:26])=[O:24])[CH2:7][CH2:8][O:9]4)=[CH:4][C:3]=3[C:1]#[N:2])=[CH:22][CH:21]=2)=[O:19])[CH:35]=[CH:36][CH:37]=1)([CH3:30])([CH3:28])[CH3:29]. The yield is 0.810. (5) The reactants are [CH:1]1([N:6]2[CH:11]=[C:10](B3OC(C)(C)C(C)(C)O3)[CH:9]=[CH:8][C:7]2=[O:21])[CH2:5][CH2:4][CH2:3][CH2:2]1.Br[C:23]1[N:24]=[C:25]([C:44]#[C:45][Si:46]([CH3:49])([CH3:48])[CH3:47])[C:26]([N:29]([C:37]([O:39][C:40]([CH3:43])([CH3:42])[CH3:41])=[O:38])[C:30](=[O:36])[O:31][C:32]([CH3:35])([CH3:34])[CH3:33])=[N:27][CH:28]=1.C(=O)([O-])[O-].[Na+].[Na+].C(OCC)(=O)C.CCCCCC. The catalyst is C(#N)C.O.C(OCC)(=O)C.Cl[Pd](Cl)([P](C1C=CC=CC=1)(C1C=CC=CC=1)C1C=CC=CC=1)[P](C1C=CC=CC=1)(C1C=CC=CC=1)C1C=CC=CC=1. The product is [C:32]([O:31][C:30]([N:29]([C:26]1[C:25]([C:44]#[C:45][Si:46]([CH3:49])([CH3:48])[CH3:47])=[N:24][C:23]([C:10]2[CH:9]=[CH:8][C:7](=[O:21])[N:6]([CH:1]3[CH2:2][CH2:3][CH2:4][CH2:5]3)[CH:11]=2)=[CH:28][N:27]=1)[C:37](=[O:38])[O:39][C:40]([CH3:43])([CH3:42])[CH3:41])=[O:36])([CH3:35])([CH3:33])[CH3:34]. The yield is 0.730. (6) The reactants are [C:1]([C:4]1[C:22](=[O:23])[C@@:8]2([CH3:24])[C:9]3[C:15]([OH:16])=[CH:14][C:13]([O:17][CH3:18])=[C:12]([C:19]([NH2:21])=[O:20])[C:10]=3[O:11][C:7]2=[CH:6][C:5]=1[OH:25])(=[O:3])[CH3:2].[CH2:26]([O:30][C:31]1[C:40]2[C:35](=[CH:36][CH:37]=[CH:38][CH:39]=2)[C:34]([CH:41]=O)=[CH:33][CH:32]=1)[CH2:27][CH2:28][CH3:29].C([SiH](CC)CC)C.FC(F)(F)C(O)=O. The catalyst is C(#N)C. The product is [C:1]([C:4]1[C:22](=[O:23])[C@@:8]2([CH3:24])[C:9]3[C:15]([OH:16])=[CH:14][C:13]([O:17][CH3:18])=[C:12]([C:19]([NH:21][CH2:41][C:34]4[C:35]5[C:40](=[CH:39][CH:38]=[CH:37][CH:36]=5)[C:31]([O:30][CH2:26][CH2:27][CH2:28][CH3:29])=[CH:32][CH:33]=4)=[O:20])[C:10]=3[O:11][C:7]2=[CH:6][C:5]=1[OH:25])(=[O:3])[CH3:2]. The yield is 0.540.